This data is from Forward reaction prediction with 1.9M reactions from USPTO patents (1976-2016). The task is: Predict the product of the given reaction. (1) Given the reactants [Cl:1][C:2]1[CH:8]=[C:7]([F:9])[C:6]([F:10])=[CH:5][C:3]=1[NH2:4].[C:11](OC(=O)C)(=[O:13])[CH3:12], predict the reaction product. The product is: [Cl:1][C:2]1[CH:8]=[C:7]([F:9])[C:6]([F:10])=[CH:5][C:3]=1[NH:4][C:11](=[O:13])[CH3:12]. (2) Given the reactants [CH3:1][C:2]1[CH:11]=[C:10]([CH3:12])[C:9]([C:13]2[NH:14][C:15]([C@@H:18]3[CH2:22][CH2:21][CH2:20][O:19]3)=[CH:16][N:17]=2)=[CH:8][C:3]=1[C:4]([O:6]C)=O.CN(C(ON1N=NC2C=CC=CC1=2)=[N+](C)C)C.F[P-](F)(F)(F)(F)F.Cl.[NH:48]1[CH2:53][CH2:52][CH:51]([C:54]2[CH:61]=[CH:60][C:57]([C:58]#[N:59])=[CH:56][CH:55]=2)[CH2:50][CH2:49]1.CCN(C(C)C)C(C)C, predict the reaction product. The product is: [CH3:1][C:2]1[CH:11]=[C:10]([CH3:12])[C:9]([C:13]2[NH:14][C:15]([C@@H:18]3[CH2:22][CH2:21][CH2:20][O:19]3)=[CH:16][N:17]=2)=[CH:8][C:3]=1[C:4]([N:48]1[CH2:53][CH2:52][CH:51]([C:54]2[CH:61]=[CH:60][C:57]([C:58]#[N:59])=[CH:56][CH:55]=2)[CH2:50][CH2:49]1)=[O:6]. (3) Given the reactants C(O)(=O)C.CO[N:7]=[C:8]1[C:14](=[O:15])[NH:13][C:12]2[CH:16]=[CH:17][CH:18]=[CH:19][C:11]=2[NH:10][C:9]1=[O:20], predict the reaction product. The product is: [NH2:7][CH:8]1[C:14](=[O:15])[NH:13][C:12]2[CH:16]=[CH:17][CH:18]=[CH:19][C:11]=2[NH:10][C:9]1=[O:20].